This data is from Reaction yield outcomes from USPTO patents with 853,638 reactions. The task is: Predict the reaction yield, written as a fraction of the theoretical maximum amount of product (1.0 means a 100% yield; for example, 0.34 means a 34% yield). (1) The reactants are [NH2:1][C:2]1[C:3]2[C:11](=[O:12])[C:10]([I:13])=[CH:9][NH:8][C:4]=2[N:5]=[CH:6][N:7]=1.C(=O)([O-])[O-].[Cs+].[Cs+].[I-].[K+].[Cl:22][C:23]1[C:24]([CH3:45])=[C:25]([C:34]2[CH:35]=[CH:36][C:37]([C:40]([N:42]([CH3:44])[CH3:43])=[O:41])=[N:38][CH:39]=2)[C:26]([O:32][CH3:33])=[C:27]([CH:29](Cl)[CH3:30])[CH:28]=1. The catalyst is CN(C=O)C.CO. The product is [NH2:1][C:2]1[C:3]2[C:11](=[O:12])[C:10]([I:13])=[CH:9][N:8]([CH:29]([C:27]3[C:26]([O:32][CH3:33])=[C:25]([C:34]4[CH:35]=[CH:36][C:37]([C:40]([N:42]([CH3:43])[CH3:44])=[O:41])=[N:38][CH:39]=4)[C:24]([CH3:45])=[C:23]([Cl:22])[CH:28]=3)[CH3:30])[C:4]=2[N:5]=[CH:6][N:7]=1. The yield is 0.400. (2) The reactants are [Sn](Cl)[Cl:2].[N+:4]([C:7]1[CH:12]=[CH:11][CH:10]=[CH:9][C:8]=1[NH:13][C:14]1[CH:21]=[CH:20][C:19]([C:22]([F:25])([F:24])[F:23])=[CH:18][C:15]=1[C:16]#[N:17])([O-])=O. The product is [ClH:2].[F:23][C:22]([F:25])([F:24])[C:19]1[CH:20]=[CH:21][C:14]2[NH:13][C:8]3[CH:9]=[CH:10][CH:11]=[CH:12][C:7]=3[N:4]=[C:16]([NH2:17])[C:15]=2[CH:18]=1. The yield is 0.900. The catalyst is Cl.C(O)C.